Dataset: Full USPTO retrosynthesis dataset with 1.9M reactions from patents (1976-2016). Task: Predict the reactants needed to synthesize the given product. (1) Given the product [CH2:22]([O:23][C:2]1[C:7]([C:8]([O:10][CH2:11][C:12]2[CH:41]=[CH:36][CH:31]=[CH:32][CH:33]=2)=[O:9])=[C:6]([CH3:13])[N:5]=[C:4]([O:14][CH3:15])[CH:3]=1)[C:16]1[CH:21]=[CH:20][CH:19]=[CH:18][CH:17]=1, predict the reactants needed to synthesize it. The reactants are: Cl[C:2]1[C:7]([C:8]([O:10][CH2:11][CH3:12])=[O:9])=[C:6]([CH3:13])[N:5]=[C:4]([O:14][CH3:15])[CH:3]=1.[C:16]1([CH2:22][OH:23])[CH:21]=[CH:20][CH:19]=[CH:18][CH:17]=1.C([O-])([O-])=O.[Cs+].[Cs+].N1C=C[CH:33]=[CH:32][C:31]=1[C:36]1[CH:41]=CC=CN=1. (2) Given the product [CH2:1]([O:4][CH:5]([CH2:17][O:18][CH2:19][C:20]#[CH:21])[CH2:6][N:7]1[C:8](=[O:9])[NH:10][NH:11][C:12]1=[O:13])[C:2]#[CH:3], predict the reactants needed to synthesize it. The reactants are: [CH2:1]([O:4][CH:5]([CH2:17][O:18][CH2:19][C:20]#[CH:21])[CH2:6][NH:7][C:8]([NH:10][NH:11][C:12](OCC)=[O:13])=[O:9])[C:2]#[CH:3].C(=O)([O-])[O-].[K+].[K+]. (3) Given the product [Br:1][CH2:2][CH:3]([C:5]1[CH:10]=[CH:9][C:8]([Cl:11])=[C:7]([Cl:12])[CH:6]=1)[OH:4], predict the reactants needed to synthesize it. The reactants are: [Br:1][CH2:2][C:3]([C:5]1[CH:10]=[CH:9][C:8]([Cl:11])=[C:7]([Cl:12])[CH:6]=1)=[O:4].B(Cl)([C@@H]1[C@@H](C)[C@H]2C(C)(C)[C@H](C2)C1)[C@@H]1[C@@H](C)[C@H]2C(C)(C)[C@H](C2)C1. (4) Given the product [F:48][C:49]1[CH:75]=[C:74]([F:76])[CH:73]=[CH:72][C:50]=1[O:51][CH:52]1[CH2:53][CH2:54][N:55]([C:58]2[N:59]=[C:60]3[CH2:71][CH2:70][N:69]([C:4](=[O:6])[CH:3]([O:2][CH3:1])[CH3:7])[CH2:68][C:61]3=[N:62][C:63]=2[NH:64][CH:65]([CH3:67])[CH3:66])[CH2:56][CH2:57]1, predict the reactants needed to synthesize it. The reactants are: [CH3:1][O:2][CH:3]([CH3:7])[C:4]([OH:6])=O.CCN(C(C)C)C(C)C.CN(C(ON1N=NC2C=CC=NC1=2)=[N+](C)C)C.F[P-](F)(F)(F)(F)F.OC(C(F)(F)F)=O.[F:48][C:49]1[CH:75]=[C:74]([F:76])[CH:73]=[CH:72][C:50]=1[O:51][CH:52]1[CH2:57][CH2:56][N:55]([C:58]2[N:59]=[C:60]3[CH2:71][CH2:70][NH:69][CH2:68][C:61]3=[N:62][C:63]=2[NH:64][CH:65]([CH3:67])[CH3:66])[CH2:54][CH2:53]1. (5) Given the product [Br:1][C:2]1[CH:7]=[CH:6][C:5]([CH2:8][CH:9]2[C:25]3[C:20](=[CH:21][C:22]([O:26][CH3:27])=[CH:23][CH:24]=3)[CH2:19][CH2:18][N:11]2[C:12]2[CH:17]=[CH:16][CH:15]=[CH:14][CH:13]=2)=[CH:4][CH:3]=1, predict the reactants needed to synthesize it. The reactants are: [Br:1][C:2]1[CH:7]=[CH:6][C:5]([CH2:8][C:9]([N:11]([CH2:18][CH2:19][C:20]2[CH:25]=[CH:24][CH:23]=[C:22]([O:26][CH3:27])[CH:21]=2)[C:12]2[CH:17]=[CH:16][CH:15]=[CH:14][CH:13]=2)=O)=[CH:4][CH:3]=1.[I-].[K+].[BH4-].[Na+]. (6) Given the product [CH2:43]([O:22][C:18]1[CH:17]=[C:16]([C:14]2[N:15]=[C:8]3[C:7]([NH:6][CH:1]4[CH2:5][CH2:4][CH2:3][CH2:2]4)=[CH:12][CH:11]=[CH:10][N:9]3[C:13]=2[C:23]2[CH:28]=[CH:27][N:26]=[C:25]([NH:29][CH:30]3[CH2:34][CH2:33][CH2:32][CH2:31]3)[N:24]=2)[CH:21]=[CH:20][CH:19]=1)[CH:42]=[CH2:41], predict the reactants needed to synthesize it. The reactants are: [CH:1]1([NH:6][C:7]2[C:8]3[N:9]([C:13]([C:23]4[CH:28]=[CH:27][N:26]=[C:25]([NH:29][CH:30]5[CH2:34][CH2:33][CH2:32][CH2:31]5)[N:24]=4)=[C:14]([C:16]4[CH:17]=[C:18]([OH:22])[CH:19]=[CH:20][CH:21]=4)[N:15]=3)[CH:10]=[CH:11][CH:12]=2)[CH2:5][CH2:4][CH2:3][CH2:2]1.C(=O)([O-])[O-].[Cs+].[Cs+].[CH2:41](Br)[CH:42]=[CH2:43].CCOCC. (7) Given the product [CH3:27][N:28]([CH3:29])[C:1]([C:3]1[C:4]([S:12][CH2:13][CH2:14][C:15]([O:17][CH2:18][CH:19]([CH2:24][CH3:25])[CH2:20][CH2:21][CH2:22][CH3:23])=[O:16])=[CH:5][C:6]2[O:10][CH2:9][O:8][C:7]=2[CH:11]=1)=[O:2], predict the reactants needed to synthesize it. The reactants are: [CH:1]([C:3]1[C:4]([S:12][CH2:13][CH2:14][C:15]([O:17][CH2:18][CH:19]([CH2:24][CH3:25])[CH2:20][CH2:21][CH2:22][CH3:23])=[O:16])=[CH:5][C:6]2[O:10][CH2:9][O:8][C:7]=2[CH:11]=1)=[O:2].C[CH2:27][N:28]=[C:29]=NCCCN(C)C. (8) The reactants are: [Cl:1][C:2]1[CH:3]=[N:4][CH:5]=[C:6]([Cl:28])[C:7]=1[NH:8][C:9]1[N:13]([CH3:14])[C:12]2[C:15]3[CH2:16][C:17]([CH3:27])([CH3:26])[O:18][C:19]=3[C:20]([C:22]([O:24]C)=O)=[CH:21][C:11]=2[N:10]=1.[F:29][C:30]1[CH:36]=[CH:35][C:33]([NH2:34])=[CH:32][C:31]=1[C:37]([F:40])([F:39])[F:38].C[Al](C)C. Given the product [Cl:28][C:6]1[CH:5]=[N:4][CH:3]=[C:2]([Cl:1])[C:7]=1[NH:8][C:9]1[N:13]([CH3:14])[C:12]2[C:15]3[CH2:16][C:17]([CH3:27])([CH3:26])[O:18][C:19]=3[C:20]([C:22]([NH:34][C:33]3[CH:35]=[CH:36][C:30]([F:29])=[C:31]([C:37]([F:40])([F:38])[F:39])[CH:32]=3)=[O:24])=[CH:21][C:11]=2[N:10]=1, predict the reactants needed to synthesize it. (9) Given the product [Cl:10][C:6]1[C:7]([CH:8]=[O:9])=[C:2]([O:11][C:12]2[CH:13]=[C:14]3[C:18](=[CH:19][CH:20]=2)[NH:17][CH:16]=[CH:15]3)[N:3]=[CH:4][N:5]=1, predict the reactants needed to synthesize it. The reactants are: Cl[C:2]1[C:7]([CH:8]=[O:9])=[C:6]([Cl:10])[N:5]=[CH:4][N:3]=1.[OH:11][C:12]1[CH:13]=[C:14]2[C:18](=[CH:19][CH:20]=1)[NH:17][CH:16]=[CH:15]2.